Predict which catalyst facilitates the given reaction. From a dataset of Catalyst prediction with 721,799 reactions and 888 catalyst types from USPTO. (1) The catalyst class is: 2. Product: [O:27]=[C:28]1[CH:32]=[CH:31][C:30](=[O:33])[N:29]1[CH2:34][CH2:35][CH2:36][NH:37][C:15](=[O:17])[C:14]1[CH:13]=[CH:12][C:11]([CH2:10][C:2]2([F:1])[CH2:9][CH2:8][CH2:7][CH2:6][CH2:5][C:4]#[C:3]2)=[CH:19][CH:18]=1. Reactant: [F:1][C:2]1([CH2:10][C:11]2[CH:19]=[CH:18][C:14]([C:15]([OH:17])=O)=[CH:13][CH:12]=2)[CH2:9][CH2:8][CH2:7][CH2:6][CH2:5][C:4]#[C:3]1.FC(F)(F)C([O-])=O.[O:27]=[C:28]1[CH:32]=[CH:31][C:30](=[O:33])[N:29]1[CH2:34][CH2:35][CH2:36][NH3+:37].ON1C2C=CC=CC=2N=N1. (2) Reactant: [Cl:1][C:2]1[CH:22]=[C:21]([Cl:23])[CH:20]=[CH:19][C:3]=1[CH2:4][N:5]1[C:9]([CH2:10][CH2:11][C:12]([OH:14])=O)=[CH:8][C:7]([O:15][CH:16]([CH3:18])[CH3:17])=[N:6]1.[C:24]1([CH2:30][CH2:31][CH2:32][S:33]([NH2:36])(=[O:35])=[O:34])[CH:29]=[CH:28][CH:27]=[CH:26][CH:25]=1.N12CCCN=C1CCCCC2. Product: [Cl:1][C:2]1[CH:22]=[C:21]([Cl:23])[CH:20]=[CH:19][C:3]=1[CH2:4][N:5]1[C:9]([CH2:10][CH2:11][C:12]([NH:36][S:33]([CH2:32][CH2:31][CH2:30][C:24]2[CH:29]=[CH:28][CH:27]=[CH:26][CH:25]=2)(=[O:34])=[O:35])=[O:14])=[CH:8][C:7]([O:15][CH:16]([CH3:18])[CH3:17])=[N:6]1. The catalyst class is: 7. (3) Reactant: [CH3:1][C:2]1[O:3][C:4]2[C:9]([C:10](=[O:12])[CH:11]=1)=[CH:8][CH:7]=[CH:6][C:5]=2[CH:13]=O.[NH2:15][C:16]1[CH:21]=[CH:20][NH:19][C:18](=[O:22])[CH:17]=1.O=[C:24]([CH3:33])[CH2:25][C:26]([O:28][CH2:29][CH2:30][C:31]#[N:32])=[O:27]. Product: [CH3:33][C:24]1[NH:15][C:16]2[CH:21]=[CH:20][NH:19][C:18](=[O:22])[C:17]=2[CH:13]([C:5]2[CH:6]=[CH:7][CH:8]=[C:9]3[C:4]=2[O:3][C:2]([CH3:1])=[CH:11][C:10]3=[O:12])[C:25]=1[C:26]([O:28][CH2:29][CH2:30][C:31]#[N:32])=[O:27]. The catalyst class is: 8. (4) Reactant: [F:1][C:2]([F:12])([F:11])[C:3](=O)[CH2:4][C:5]([O:7]CC)=O.[NH2:13][C:14]([NH2:16])=[O:15].[O-]CC.[Na+]. Product: [F:11][C:2]([F:1])([F:12])[C:3]1[NH:16][C:14](=[O:15])[NH:13][C:5](=[O:7])[CH:4]=1. The catalyst class is: 8. (5) Reactant: [C:1]1([S:7]([CH2:10][C:11]2[C:20]3[C:19](=[O:21])[O:18][CH2:17][NH:16][C:15]=3[C:14]([C:22]3[CH:26]=[CH:25][O:24][CH:23]=3)=[CH:13][CH:12]=2)(=[O:9])=[O:8])[CH:6]=[CH:5][CH:4]=[CH:3][CH:2]=1.[C-:27]#[N:28].[Na+].C(O)(=O)C. Product: [C:1]1([S:7]([CH2:10][C:11]2[C:20]([C:19]([OH:18])=[O:21])=[C:15]([NH:16][CH2:17][C:27]#[N:28])[C:14]([C:22]3[CH:26]=[CH:25][O:24][CH:23]=3)=[CH:13][CH:12]=2)(=[O:9])=[O:8])[CH:2]=[CH:3][CH:4]=[CH:5][CH:6]=1. The catalyst class is: 58. (6) Reactant: [F:1][C:2]1[CH:18]=[CH:17][C:16]([F:19])=[CH:15][C:3]=1[CH2:4][CH:5]1[C:14]2[C:9](=[N:10][CH:11]=[CH:12][CH:13]=2)[NH:8][CH2:7][CH2:6]1.[Br:20]N1C(=O)CCC1=O. Product: [Br:20][C:12]1[CH:13]=[C:14]2[C:9](=[N:10][CH:11]=1)[NH:8][CH2:7][CH2:6][CH:5]2[CH2:4][C:3]1[CH:15]=[C:16]([F:19])[CH:17]=[CH:18][C:2]=1[F:1]. The catalyst class is: 322. (7) Reactant: CCCCCCCCCCCCCCC[C:16]([O:18][CH2:19]/[CH:20]=[C:21](/[CH:23]=[CH:24]/[CH:25]=[C:26](/[CH:28]=[CH:29]/[C:30]1[C:35]([CH3:37])([CH3:36])[CH2:34][CH2:33][CH2:32][C:31]=1[CH3:38])\[CH3:27])\[CH3:22])=[O:17].O.C[O-].[Na+].B(F)(F)F. Product: [CH3:38][C:31]1[CH2:32][CH2:33][CH2:34][C:35]([CH3:36])([CH3:37])[C:30]=1[CH:29]=[CH:28][C:26]([CH3:27])=[CH:25][CH:24]=[CH:23][C:21]([CH3:22])=[CH:20][CH2:19][O:18][CH:16]=[O:17]. The catalyst class is: 11.